This data is from Peptide-MHC class II binding affinity with 134,281 pairs from IEDB. The task is: Regression. Given a peptide amino acid sequence and an MHC pseudo amino acid sequence, predict their binding affinity value. This is MHC class II binding data. (1) The peptide sequence is SQDLELSWALNGLQAY. The MHC is HLA-DQA10101-DQB10501 with pseudo-sequence HLA-DQA10101-DQB10501. The binding affinity (normalized) is 0.733. (2) The binding affinity (normalized) is 0.500. The MHC is DRB1_0405 with pseudo-sequence DRB1_0405. The peptide sequence is QEYHRLIHSLAKTNN.